This data is from Catalyst prediction with 721,799 reactions and 888 catalyst types from USPTO. The task is: Predict which catalyst facilitates the given reaction. (1) Reactant: [CH3:1][O:2][C:3]1[CH:4]=[C:5]([SH:9])[CH:6]=[CH:7][CH:8]=1.C(=O)([O-])[O-].[K+].[K+].[C:16]([C:18]1[CH:19]=[C:20]([S:25]([N:28]([CH2:34][C:35]2[CH:40]=[CH:39][C:38]([O:41][CH3:42])=[CH:37][C:36]=2[O:43][CH3:44])[C:29]2[S:33][N:32]=[CH:31][N:30]=2)(=[O:27])=[O:26])[CH:21]=[CH:22][C:23]=1F)#[N:17]. Product: [C:16]([C:18]1[CH:19]=[C:20]([S:25]([N:28]([CH2:34][C:35]2[CH:40]=[CH:39][C:38]([O:41][CH3:42])=[CH:37][C:36]=2[O:43][CH3:44])[C:29]2[S:33][N:32]=[CH:31][N:30]=2)(=[O:27])=[O:26])[CH:21]=[CH:22][C:23]=1[S:9][C:5]1[CH:6]=[CH:7][CH:8]=[C:3]([O:2][CH3:1])[CH:4]=1)#[N:17]. The catalyst class is: 16. (2) Product: [ClH:36].[NH2:29][CH:30]1[CH2:35][CH2:34][N:33]([C:3]2[N:4]=[C:5]([NH:14][C:15]3[CH:20]=[CH:19][CH:18]=[C:17]([Br:21])[CH:16]=3)[C:6]3[C:12](=[O:13])[NH:11][CH:10]=[CH:9][C:7]=3[N:8]=2)[CH2:32][CH2:31]1. The catalyst class is: 12. Reactant: CS[C:3]1[N:4]=[C:5]([NH:14][C:15]2[CH:20]=[CH:19][CH:18]=[C:17]([Br:21])[CH:16]=2)[C:6]2[C:12](=[O:13])[NH:11][CH:10]=[CH:9][C:7]=2[N:8]=1.C([NH:29][CH:30]1[CH2:35][CH2:34][NH:33][CH2:32][CH2:31]1)(OC(C)(C)C)=O.[ClH:36]. (3) Reactant: [Cl:1][C:2]1[CH:26]=[CH:25][CH:24]=[CH:23][C:3]=1[CH2:4][N:5]([C:11]1[C:16]([C:17]([F:20])([F:19])[F:18])=[CH:15][C:14]([NH2:21])=[CH:13][C:12]=1[NH2:22])[C:6](=[O:10])OCC.[H-].[Na+].C(=O)(O)[O-].[Na+]. Product: [NH2:21][C:14]1[CH:15]=[C:16]([C:17]([F:18])([F:20])[F:19])[C:11]2[N:5]([CH2:4][C:3]3[CH:23]=[CH:24][CH:25]=[CH:26][C:2]=3[Cl:1])[C:6](=[O:10])[NH:22][C:12]=2[CH:13]=1. The catalyst class is: 8. (4) Reactant: [F:1][C:2]1[CH:35]=[CH:34][C:5]([CH2:6][C:7]2[N:11]([CH2:12][C:13]([O:15]C(C)(C)C)=[O:14])[N:10]=[C:9]([C:20]3[N:21]=[N:22][N:23]([CH2:25][C:26]4[CH:31]=[CH:30][C:29]([O:32][CH3:33])=[CH:28][CH:27]=4)[CH:24]=3)[CH:8]=2)=[CH:4][CH:3]=1.CO.C1COCC1.[OH-].[Na+]. Product: [F:1][C:2]1[CH:3]=[CH:4][C:5]([CH2:6][C:7]2[N:11]([CH2:12][C:13]([OH:15])=[O:14])[N:10]=[C:9]([C:20]3[N:21]=[N:22][N:23]([CH2:25][C:26]4[CH:27]=[CH:28][C:29]([O:32][CH3:33])=[CH:30][CH:31]=4)[CH:24]=3)[CH:8]=2)=[CH:34][CH:35]=1. The catalyst class is: 6. (5) Reactant: Cl.Cl.[NH:3]1[C:11]2[C:6](=[CH:7][C:8]([C:12]3[C:20]4[C:19]([NH2:21])=[N:18][CH:17]=[N:16][C:15]=4[N:14]([CH3:22])[CH:13]=3)=[CH:9][CH:10]=2)[CH2:5][CH2:4]1.CN(C(ON1N=NC2C=CC=NC1=2)=[N+](C)C)C.F[P-](F)(F)(F)(F)F.CCN(C(C)C)C(C)C.[F:56][C:57]1[CH:58]=[C:59]([CH2:67][C:68](O)=[O:69])[CH:60]=[C:61]([C:63]([F:66])([F:65])[F:64])[CH:62]=1. Product: [F:56][C:57]1[CH:58]=[C:59]([CH2:67][C:68]([N:3]2[C:11]3[C:6](=[CH:7][C:8]([C:12]4[C:20]5[C:19]([NH2:21])=[N:18][CH:17]=[N:16][C:15]=5[N:14]([CH3:22])[CH:13]=4)=[CH:9][CH:10]=3)[CH2:5][CH2:4]2)=[O:69])[CH:60]=[C:61]([C:63]([F:65])([F:66])[F:64])[CH:62]=1. The catalyst class is: 655. (6) Reactant: [F:1][C:2]1([F:35])[CH2:7][N:6](C(OCC2C=CC=CC=2)=O)[C@H:5]([C:18]([O:20]CC2C=CC=CC=2)=[O:19])[C@@H:4]([C:28]([O:30][C:31]([CH3:34])([CH3:33])[CH3:32])=[O:29])[CH2:3]1.[H][H]. Product: [C:31]([O:30][C:28]([C@H:4]1[CH2:3][C:2]([F:1])([F:35])[CH2:7][NH:6][C@@H:5]1[C:18]([OH:20])=[O:19])=[O:29])([CH3:34])([CH3:32])[CH3:33]. The catalyst class is: 50.